This data is from Reaction yield outcomes from USPTO patents with 853,638 reactions. The task is: Predict the reaction yield, written as a fraction of the theoretical maximum amount of product (1.0 means a 100% yield; for example, 0.34 means a 34% yield). (1) The reactants are [Cl:1][C:2]1[CH:7]=[C:6]([C:8](O)=[O:9])[CH:5]=[C:4]([CH3:11])[N:3]=1.[Cl-].[NH4+].C([N:16](CC)CC)C.Cl.CN(C)CCCN=C=NCC.ON1C2C=CC=CC=2N=N1. The catalyst is CN(C)C=O. The product is [Cl:1][C:2]1[CH:7]=[C:6]([C:8]([NH2:16])=[O:9])[CH:5]=[C:4]([CH3:11])[N:3]=1. The yield is 0.590. (2) The reactants are Br[CH2:2][CH2:3][O:4][C:5]1[CH:6]=[CH:7][C:8]([C:21]2[NH:30][C:29](=[O:31])[C:28]3[C:23](=[CH:24][CH:25]=[CH:26][C:27]=3[O:32][CH3:33])[N:22]=2)=[N:9][C:10]=1[C:11]1[CH:16]=[CH:15][C:14]([S:17]([CH3:20])(=[O:19])=[O:18])=[CH:13][CH:12]=1.[CH:34]([NH2:37])([CH3:36])[CH3:35]. The catalyst is CS(C)=O. The product is [CH:34]([NH:37][CH2:2][CH2:3][O:4][C:5]1[CH:6]=[CH:7][C:8]([C:21]2[NH:30][C:29](=[O:31])[C:28]3[C:23](=[CH:24][CH:25]=[CH:26][C:27]=3[O:32][CH3:33])[N:22]=2)=[N:9][C:10]=1[C:11]1[CH:16]=[CH:15][C:14]([S:17]([CH3:20])(=[O:19])=[O:18])=[CH:13][CH:12]=1)([CH3:36])[CH3:35]. The yield is 0.680. (3) The reactants are [Cl:1][C:2]1[CH:7]=[CH:6][C:5]([S:8]([NH:11][C@@H:12]2[CH2:17][CH2:16][CH2:15][CH2:14][C@H:13]2[CH2:18][OH:19])(=[O:10])=[O:9])=[CH:4][CH:3]=1.C(=O)([O-])[O-].[Cs+].[Cs+].Br[CH2:27][C:28]1[CH:33]=[CH:32][C:31]([C:34]2[N:38]=[CH:37][O:36][N:35]=2)=[CH:30][C:29]=1[F:39].O1C=NC(C2C=CC(CN([C@@H]3CCCC[C@H]3CO)S(C3C=CC(Cl)=CC=3)(=O)=O)=CC=2)=N1. No catalyst specified. The product is [Cl:1][C:2]1[CH:7]=[CH:6][C:5]([S:8]([N:11]([CH2:27][C:28]2[CH:33]=[CH:32][C:31]([C:34]3[N:38]=[CH:37][O:36][N:35]=3)=[CH:30][C:29]=2[F:39])[C@@H:12]2[CH2:17][CH2:16][CH2:15][CH2:14][C@H:13]2[CH2:18][OH:19])(=[O:9])=[O:10])=[CH:4][CH:3]=1. The yield is 0.240. (4) The catalyst is CO. The yield is 0.660. The product is [Br:1][C:2]1[NH:3][CH:4]=[C:5]([N+:7]([O-:9])=[O:8])[N:6]=1. The reactants are [Br:1][C:2]1[N:3](COC)[CH:4]=[C:5]([N+:7]([O-:9])=[O:8])[N:6]=1.Cl. (5) The reactants are [CH3:1][C:2]1([CH3:42])[C:6](=[O:7])[N:5]([C:8]2[CH:13]=[CH:12][C:11]([NH:14][C:15](=[O:17])[CH3:16])=[C:10]([C:18]([F:21])([F:20])[F:19])[CH:9]=2)[C:4](=[O:22])[N:3]1[CH2:23][CH2:24][O:25][CH2:26][CH2:27][O:28][CH2:29][CH2:30][S:31][CH2:32][CH2:33][CH2:34][C:35]([F:41])([F:40])[C:36]([F:39])([F:38])[F:37].CC1(C)N(CCCCCCCCCSCCCC(F)(F)C(F)(F)F)C(=[O:69])N(C2C=CC([N+]([O-])=O)=C(C(F)(F)F)C=2)C1=O. No catalyst specified. The product is [CH3:1][C:2]1([CH3:42])[C:6](=[O:7])[N:5]([C:8]2[CH:13]=[CH:12][C:11]([NH:14][C:15](=[O:17])[CH3:16])=[C:10]([C:18]([F:20])([F:21])[F:19])[CH:9]=2)[C:4](=[O:22])[N:3]1[CH2:23][CH2:24][O:25][CH2:26][CH2:27][O:28][CH2:29][CH2:30][S:31]([CH2:32][CH2:33][CH2:34][C:35]([F:41])([F:40])[C:36]([F:37])([F:38])[F:39])=[O:69]. The yield is 0.750. (6) The reactants are CC1C(C#N)=[CH:4][C:5]2[N:9]=[CH:8][N:7]([CH:10]3[CH2:15][CH2:14][CH2:13][CH2:12][O:11]3)C=2C=1.[CH3:19][Mg+].[Br-].[C:22]([OH:34])(=O)[CH2:23][C:24]([CH2:29][C:30](O)=O)([C:26](O)=O)O. The catalyst is C1COCC1. The product is [CH3:26][C:24]1[C:23]([C:22](=[O:34])[CH3:19])=[CH:4][C:5]2[N:9]=[CH:8][N:7]([CH:10]3[CH2:15][CH2:14][CH2:13][CH2:12][O:11]3)[C:30]=2[CH:29]=1. The yield is 0.901. (7) The reactants are C(Cl)(Cl)Cl.[C:5]([O:9][C:10]([C:12]1[C:17]([NH2:18])=[CH:16][CH:15]=[C:14]([CH3:19])[N+:13]=1[O-:20])=[O:11])([CH3:8])([CH3:7])[CH3:6].C(N(C(C)C)CC)(C)C.[C:30](Cl)(=[O:37])[C:31]1[CH:36]=[CH:35][CH:34]=[CH:33][CH:32]=1. The catalyst is O. The product is [C:5]([O:9][C:10]([C:12]1([C:30](=[O:37])[C:31]2[CH:36]=[CH:35][CH:34]=[CH:33][CH:32]=2)[C:17]([NH2:18])=[CH:16][CH:15]=[C:14]([CH3:19])[NH+:13]1[O-:20])=[O:11])([CH3:8])([CH3:7])[CH3:6]. The yield is 0.970. (8) The reactants are [F:1][C:2]([F:21])([F:20])[C:3]1[CH:8]=[CH:7][C:6]([CH:9]2[CH2:14][C:13](=[O:15])[NH:12][C:11]([CH3:16])=[C:10]2[C:17](O)=[O:18])=[CH:5][CH:4]=1.[NH2:22][C:23]1[CH:24]=[C:25]2[C:29](=[CH:30][CH:31]=1)[NH:28][N:27]=[C:26]2[CH3:32].C(Cl)CCl.CCN(CC)CC. The catalyst is CN(C=O)C.CCOC(C)=O.Cl. The product is [CH3:16][C:11]1[NH:12][C:13](=[O:15])[CH2:14][CH:9]([C:6]2[CH:5]=[CH:4][C:3]([C:2]([F:20])([F:21])[F:1])=[CH:8][CH:7]=2)[C:10]=1[C:17]([NH:22][C:23]1[CH:24]=[C:25]2[C:29](=[CH:30][CH:31]=1)[NH:28][N:27]=[C:26]2[CH3:32])=[O:18]. The yield is 0.0600.